From a dataset of HIV replication inhibition screening data with 41,000+ compounds from the AIDS Antiviral Screen. Binary Classification. Given a drug SMILES string, predict its activity (active/inactive) in a high-throughput screening assay against a specified biological target. (1) The compound is CCN(CC)CC(C)C(O)(c1ccc(Cl)cc1)C1CCCCC1. The result is 0 (inactive). (2) The compound is CN(C)c1nn2c(-c3ccccc3)nnc2s1. The result is 0 (inactive). (3) The result is 0 (inactive). The drug is Cc1ccccc1-c1c(N)nc(NC#N)nc1C(=O)Nc1ccccc1. (4) The compound is CCOC(=O)C=CSC(C)(C)C(N)C(=O)O. The result is 0 (inactive). (5) The molecule is CCCCCCCCCCCCCCCCOP(=O)(O)OCC(N)C(=O)O.N. The result is 0 (inactive). (6) The compound is Fc1ccc(C2SCc3nc4ccccc4n32)cc1Cl. The result is 0 (inactive).